From a dataset of Forward reaction prediction with 1.9M reactions from USPTO patents (1976-2016). Predict the product of the given reaction. Given the reactants C(O)(=O)[C:2]1[CH:10]=[CH:9][C:5]([C:6]([OH:8])=[O:7])=[CH:4][CH:3]=1.O1CC[CH2:16]OO1, predict the reaction product. The product is: [C:6]1([C:5]2[C:9](=[CH:10][CH:2]=[CH:3][CH:4]=2)[CH2:16][O:8]1)=[O:7].